Dataset: Reaction yield outcomes from USPTO patents with 853,638 reactions. Task: Predict the reaction yield, written as a fraction of the theoretical maximum amount of product (1.0 means a 100% yield; for example, 0.34 means a 34% yield). (1) The reactants are Br[C:2]1[CH:3]=[C:4]([C:9]([O:11][CH3:12])=[O:10])[O:5][C:6]=1[CH2:7][CH3:8].C(=O)([O-])[O-].[K+].[K+].[CH3:19][N:20]1[C:24](B2OC(C)(C)C(C)(C)O2)=[CH:23][CH:22]=[N:21]1. The catalyst is CC(C)([P](C(C)(C)C)([Pd][P](C(C)(C)C)(C(C)(C)C)C(C)(C)C)C(C)(C)C)C. The product is [CH2:7]([C:6]1[O:5][C:4]([C:9]([O:11][CH3:12])=[O:10])=[CH:3][C:2]=1[C:24]1[N:20]([CH3:19])[N:21]=[CH:22][CH:23]=1)[CH3:8]. The yield is 0.713. (2) The reactants are [C:1]([O:5][C:6](=[O:26])[C:7]1[CH:12]=[CH:11][C:10]([CH2:13][N:14]2[CH:23]=[CH:22][C:21]3[C:16](=[CH:17][C:18](Br)=[CH:19][CH:20]=3)[C:15]2=[O:25])=[CH:9][CH:8]=1)([CH3:4])([CH3:3])[CH3:2].[NH3:27]. The catalyst is [Cu]. The product is [C:1]([O:5][C:6](=[O:26])[C:7]1[CH:12]=[CH:11][C:10]([CH2:13][N:14]2[CH:23]=[CH:22][C:21]3[C:16](=[CH:17][C:18]([NH2:27])=[CH:19][CH:20]=3)[C:15]2=[O:25])=[CH:9][CH:8]=1)([CH3:4])([CH3:3])[CH3:2]. The yield is 0.682. (3) The reactants are [NH:1]1[CH2:6][CH2:5][CH:4]([CH2:7][NH:8][C:9](=[O:18])[O:10][CH2:11][C:12]2[CH:17]=[CH:16][CH:15]=[CH:14][CH:13]=2)[CH2:3][CH2:2]1.C(N(CC)CC)C.Br[CH2:27][C:28](=[O:33])[C:29]([CH3:32])([CH3:31])[CH3:30]. The catalyst is CN(C)C=O. The product is [CH3:30][C:29]([CH3:32])([CH3:31])[C:28](=[O:33])[CH2:27][N:1]1[CH2:6][CH2:5][CH:4]([CH2:7][NH:8][C:9](=[O:18])[O:10][CH2:11][C:12]2[CH:17]=[CH:16][CH:15]=[CH:14][CH:13]=2)[CH2:3][CH2:2]1. The yield is 1.00. (4) The reactants are [CH3:1][O:2][C:3](=[O:15])[CH2:4][O:5][C:6]1[CH:11]=[CH:10][C:9]([N:12]=[C:13]=[O:14])=[CH:8][CH:7]=1.[CH2:16]([OH:19])[CH2:17][OH:18]. The catalyst is O. The product is [CH3:1][O:2][C:3](=[O:15])[CH2:4][O:5][C:6]1[CH:11]=[CH:10][C:9]([NH:12][C:13]([O:18][CH2:17][CH2:16][OH:19])=[O:14])=[CH:8][CH:7]=1. The yield is 0.829. (5) The reactants are [F:1][C:2]1[CH:29]=[CH:28][C:5]([CH2:6][N:7]([CH:22]2[CH2:27][CH2:26][NH:25][CH2:24][CH2:23]2)[C:8](=[O:21])[CH2:9][C:10]2[CH:15]=[CH:14][C:13]([O:16][CH2:17][CH:18]([CH3:20])[CH3:19])=[CH:12][CH:11]=2)=[CH:4][CH:3]=1.[Cl:30]CCO[CH:34]1[CH2:39][CH2:38][CH2:37][CH2:36]O1. No catalyst specified. The product is [ClH:30].[ClH:30].[F:1][C:2]1[CH:29]=[CH:28][C:5]([CH2:6][N:7]([CH:22]2[CH2:27][CH2:26][N:25]([CH2:4][CH2:5][CH2:6][N:7]3[CH2:36][CH2:37][CH2:38][CH2:39][CH2:34]3)[CH2:24][CH2:23]2)[C:8](=[O:21])[CH2:9][C:10]2[CH:11]=[CH:12][C:13]([O:16][CH2:17][CH:18]([CH3:20])[CH3:19])=[CH:14][CH:15]=2)=[CH:4][CH:3]=1. The yield is 0.400. (6) The reactants are [CH2:1]([O:8]CC1C=CC=CC=1)[C:2]1C=CC=[CH:4][CH:3]=1.[CH2:16]([SH:18])C.B(F)(F)F.C[CH2:24][O:25][CH2:26][CH3:27]. The catalyst is C(Cl)Cl. The product is [CH3:24][O:25][C:26]1[CH:27]=[C:1]([OH:8])[CH:2]=[CH:3][C:4]=1[S:18][CH3:16]. The yield is 0.280.